From a dataset of Forward reaction prediction with 1.9M reactions from USPTO patents (1976-2016). Predict the product of the given reaction. (1) Given the reactants [CH3:1][C:2]1[CH:7]=[CH:6][N:5]=[CH:4][C:3]=1[C:8]1[C:9]2[N:10]([CH:14]=[CH:15][N:16]=2)[N:11]=[CH:12][CH:13]=1.[I:17]N1C(=O)CCC1=O.C(O)(C(F)(F)F)=O, predict the reaction product. The product is: [I:17][C:14]1[N:10]2[N:11]=[CH:12][CH:13]=[C:8]([C:3]3[CH:4]=[N:5][CH:6]=[CH:7][C:2]=3[CH3:1])[C:9]2=[N:16][CH:15]=1. (2) Given the reactants Cl.Cl.[CH3:3][Si:4]([CH3:31])([CH3:30])[CH2:5][CH2:6][O:7][CH2:8][N:9]1[C:13]2[N:14]=[CH:15][N:16]=[C:17]([C:18]3[CH:19]=[N:20][N:21]([C:23]4([CH2:27][C:28]#[N:29])[CH2:26][NH:25][CH2:24]4)[CH:22]=3)[C:12]=2[CH:11]=[CH:10]1.Br[C:33]1[CH:42]=[CH:41][C:36]([C:37]([O:39][CH3:40])=[O:38])=[C:35]([F:43])[CH:34]=1.C(=O)([O-])[O-].[Cs+].[Cs+].C1(PC2C=CC=CC=2)C=CC=CC=1, predict the reaction product. The product is: [C:28]([CH2:27][C:23]1([N:21]2[CH:22]=[C:18]([C:17]3[C:12]4[CH:11]=[CH:10][N:9]([CH2:8][O:7][CH2:6][CH2:5][Si:4]([CH3:30])([CH3:3])[CH3:31])[C:13]=4[N:14]=[CH:15][N:16]=3)[CH:19]=[N:20]2)[CH2:24][N:25]([C:33]2[CH:42]=[CH:41][C:36]([C:37]([O:39][CH3:40])=[O:38])=[C:35]([F:43])[CH:34]=2)[CH2:26]1)#[N:29]. (3) Given the reactants [CH3:1][C:2]1([CH3:10])[O:9][C:7](=[O:8])[CH2:6][C:4](=[O:5])[O:3]1.N1C=CC=CC=1.[C:17](Cl)(=[O:20])[CH2:18][CH3:19], predict the reaction product. The product is: [OH:20][C:17](=[C:6]1[C:7](=[O:8])[O:9][C:2]([CH3:10])([CH3:1])[O:3][C:4]1=[O:5])[CH2:18][CH3:19]. (4) The product is: [CH2:1]([C:3]1[N:4]([C:38]2[CH:39]=[N:40][C:35]([O:34][CH:31]3[CH2:32][CH2:33][O:28][CH2:29][CH2:30]3)=[CH:36][CH:37]=2)[C:5](=[O:27])[C:6]([CH2:12][C:13]2[CH:18]=[CH:17][C:16]([C:19]3[C:20]([C:25]#[N:26])=[CH:21][CH:22]=[CH:23][CH:24]=3)=[CH:15][CH:14]=2)=[C:7]([CH2:9][CH2:10][CH3:11])[N:8]=1)[CH3:2]. Given the reactants [CH2:1]([C:3]1[NH:4][C:5](=[O:27])[C:6]([CH2:12][C:13]2[CH:18]=[CH:17][C:16]([C:19]3[C:20]([C:25]#[N:26])=[CH:21][CH:22]=[CH:23][CH:24]=3)=[CH:15][CH:14]=2)=[C:7]([CH2:9][CH2:10][CH3:11])[N:8]=1)[CH3:2].[O:28]1[CH2:33][CH2:32][CH:31]([O:34][C:35]2[N:40]=[CH:39][C:38](B(O)O)=[CH:37][CH:36]=2)[CH2:30][CH2:29]1.N1C=CC=CC=1.C(N(CC)CC)C, predict the reaction product. (5) Given the reactants O[C:2]1([CH2:8][C:9]2[N:14]=[CH:13][C:12]([C:15]3[C:16]([CH3:34])=[N:17][CH:18]=[C:19]([NH:21][C:22](=[O:33])[C:23]4[CH:28]=[CH:27][CH:26]=[C:25]([C:29]([F:32])([F:31])[F:30])[CH:24]=4)[CH:20]=3)=[CH:11][C:10]=2[N:35]2[CH2:40][CH2:39][O:38][CH2:37][CH2:36]2)[CH2:7][CH2:6][O:5][CH2:4][CH2:3]1.CCN(S(F)(F)F)CC, predict the reaction product. The product is: [O:5]1[CH2:4][CH2:3][C:2](=[CH:8][C:9]2[N:14]=[CH:13][C:12]([C:15]3[C:16]([CH3:34])=[N:17][CH:18]=[C:19]([NH:21][C:22](=[O:33])[C:23]4[CH:28]=[CH:27][CH:26]=[C:25]([C:29]([F:31])([F:30])[F:32])[CH:24]=4)[CH:20]=3)=[CH:11][C:10]=2[N:35]2[CH2:36][CH2:37][O:38][CH2:39][CH2:40]2)[CH2:7][CH2:6]1. (6) Given the reactants CS(O[CH2:6][CH2:7][C:8]1[C:9]([C:29]([F:32])([F:31])[F:30])=[N:10][N:11]([CH2:13][C:14]([NH:16][C:17]2[S:21][C:20]3[CH2:22][CH2:23][CH2:24][CH2:25][C:19]=3[C:18]=2[C:26](=[O:28])[NH2:27])=[O:15])[CH:12]=1)(=O)=O.[CH3:33][NH2:34].C(O)=O, predict the reaction product. The product is: [CH3:33][NH:34][CH2:6][CH2:7][C:8]1[C:9]([C:29]([F:30])([F:32])[F:31])=[N:10][N:11]([CH2:13][C:14]([NH:16][C:17]2[S:21][C:20]3[CH2:22][CH2:23][CH2:24][CH2:25][C:19]=3[C:18]=2[C:26]([NH2:27])=[O:28])=[O:15])[CH:12]=1. (7) Given the reactants [F:1][C:2]1[CH:7]=[CH:6][C:5]([C@@H:8]([O:49][Si:50]([CH3:56])([CH3:55])[C:51]([CH3:54])([CH3:53])[CH3:52])[CH2:9][S:10][C@H:11]([C@H:26]([NH:41][C:42]2[CH:47]=[CH:46][C:45]([I:48])=[CH:44][CH:43]=2)[C:27]2[CH:32]=[CH:31][C:30]([O:33][Si:34]([CH3:40])([CH3:39])[C:35]([CH3:38])([CH3:37])[CH3:36])=[CH:29][CH:28]=2)[C:12](N2[C@@H](C3C=CC=CC=3)COC2=O)=[O:13])=[CH:4][CH:3]=1.C/C(/O[Si](C)(C)C)=N\[Si](C)(C)C.[F-].C([N+](CCCC)(CCCC)CCCC)CCC.[Cl-].[NH4+], predict the reaction product. The product is: [F:1][C:2]1[CH:3]=[CH:4][C:5]([C@@H:8]([O:49][Si:50]([CH3:55])([CH3:56])[C:51]([CH3:54])([CH3:52])[CH3:53])[CH2:9][S:10][C@@H:11]2[C@@H:26]([C:27]3[CH:28]=[CH:29][C:30]([O:33][Si:34]([CH3:39])([CH3:40])[C:35]([CH3:37])([CH3:38])[CH3:36])=[CH:31][CH:32]=3)[N:41]([C:42]3[CH:43]=[CH:44][C:45]([I:48])=[CH:46][CH:47]=3)[C:12]2=[O:13])=[CH:6][CH:7]=1. (8) Given the reactants O=C1CCC(=O)N1O[C:9]([C:11]1[O:15][C:14]([C:16]2[CH:21]=[CH:20][CH:19]=[CH:18][CH:17]=2)=[N:13][C:12]=1CCSC)=[O:10].[N:26]1([C:32]2[N:37]=[CH:36][C:35]([NH2:38])=[CH:34][CH:33]=2)[CH2:31][CH2:30][O:29][CH2:28][CH2:27]1, predict the reaction product. The product is: [N:26]1([C:32]2[N:37]=[CH:36][C:35]([NH:38][C:9]([C:11]3[O:15][C:14]([C:16]4[CH:17]=[CH:18][CH:19]=[CH:20][CH:21]=4)=[N:13][CH:12]=3)=[O:10])=[CH:34][CH:33]=2)[CH2:31][CH2:30][O:29][CH2:28][CH2:27]1. (9) Given the reactants Cl[C:2]1[C:11]([CH3:12])=[C:10]([Cl:13])[C:9]2[C:4](=[CH:5][C:6]([F:15])=[CH:7][C:8]=2[F:14])[N:3]=1.[Cl:16][C:17]1[CH:18]=[N:19][CH:20]=[C:21](B(O)O)[CH:22]=1.C(=O)([O-])[O-].[K+].[K+], predict the reaction product. The product is: [Cl:13][C:10]1[C:9]2[C:4](=[CH:5][C:6]([F:15])=[CH:7][C:8]=2[F:14])[N:3]=[C:2]([C:21]2[CH:20]=[N:19][CH:18]=[C:17]([Cl:16])[CH:22]=2)[C:11]=1[CH3:12]. (10) Given the reactants [Cl:1][C:2]1[C:3]([C:14]([F:17])([F:16])[F:15])=[N:4][N:5]([CH:8]([CH2:12][CH3:13])[C:9]([OH:11])=O)[C:6]=1[CH3:7].[F:18][C:19]1[CH:24]=[CH:23][C:22]([N:25]2[C:33]3[CH2:32][CH2:31][CH2:30][NH:29][C:28]=3[CH:27]=[N:26]2)=[CH:21][CH:20]=1, predict the reaction product. The product is: [Cl:1][C:2]1[C:3]([C:14]([F:17])([F:16])[F:15])=[N:4][N:5]([CH:8]([CH2:12][CH3:13])[C:9]([N:29]2[CH2:30][CH2:31][CH2:32][C:33]3[N:25]([C:22]4[CH:23]=[CH:24][C:19]([F:18])=[CH:20][CH:21]=4)[N:26]=[CH:27][C:28]2=3)=[O:11])[C:6]=1[CH3:7].